This data is from Reaction yield outcomes from USPTO patents with 853,638 reactions. The task is: Predict the reaction yield, written as a fraction of the theoretical maximum amount of product (1.0 means a 100% yield; for example, 0.34 means a 34% yield). (1) The reactants are [CH2:1]([C:8]1[N:13]=[C:12](Cl)[CH:11]=[C:10]([Cl:15])[N:9]=1)[C:2]1[CH:7]=[CH:6][CH:5]=[CH:4][CH:3]=1.Cl.[CH3:17][O:18][C:19](=[O:23])[CH2:20][CH2:21][NH2:22].C(N(CC)CC)C. The catalyst is CN(C=O)C.O. The product is [CH3:17][O:18][C:19](=[O:23])[CH2:20][CH2:21][NH:22][C:12]1[CH:11]=[C:10]([Cl:15])[N:9]=[C:8]([CH2:1][C:2]2[CH:3]=[CH:4][CH:5]=[CH:6][CH:7]=2)[N:13]=1. The yield is 0.790. (2) The reactants are [C:1]1(P(C2C=CC=CC=2)C2C=CC=CC=2)[CH:6]=CC=C[CH:2]=1.[Cl:20][C:21]1[C:28]([CH3:29])=[C:27]([C:30]2[CH:34]=[CH:33][NH:32][N:31]=2)[CH:26]=[CH:25][C:22]=1[C:23]#[N:24].CC(OC(/[N:41]=N/C(OC(C)C)=O)=O)C.Cl. The catalyst is CCOC(C)=O.O. The product is [NH2:41][CH2:2][C@H:1]([N:32]1[CH:33]=[CH:34][C:30]([C:27]2[CH:26]=[CH:25][C:22]([C:23]#[N:24])=[C:21]([Cl:20])[C:28]=2[CH3:29])=[N:31]1)[CH3:6]. The yield is 0.290.